This data is from Reaction yield outcomes from USPTO patents with 853,638 reactions. The task is: Predict the reaction yield, written as a fraction of the theoretical maximum amount of product (1.0 means a 100% yield; for example, 0.34 means a 34% yield). (1) The reactants are [C:1]([O:5][C:6]([N:8]1[CH2:13][CH2:12][N:11]([C:14]2[CH:15]=[CH:16][C:17]([NH:20][C:21]3[N:22]=[CH:23][C:24]4[C:29]([CH3:30])=[C:28]([C:31]([OH:33])=O)[N:27]([CH:34]5[CH2:38][CH2:37][CH2:36][CH2:35]5)[C:25]=4[N:26]=3)=[N:18][CH:19]=2)[CH2:10][CH2:9]1)=[O:7])([CH3:4])([CH3:3])[CH3:2].CN(C(ON1N=NC2C=CC=CC1=2)=[N+](C)C)C.F[P-](F)(F)(F)(F)F.C1C=NC2N(O)N=NC=2C=1.[C:73]([NH:76][NH2:77])(=[O:75])[CH3:74].C(N(C(C)C)CC)(C)C. The catalyst is CN(C=O)C.O. The product is [C:1]([O:5][C:6]([N:8]1[CH2:13][CH2:12][N:11]([C:14]2[CH:19]=[N:18][C:17]([NH:20][C:21]3[N:22]=[CH:23][C:24]4[C:29]([CH3:30])=[C:28]([C:31]([NH:77][NH:76][C:73](=[O:75])[CH3:74])=[O:33])[N:27]([CH:34]5[CH2:38][CH2:37][CH2:36][CH2:35]5)[C:25]=4[N:26]=3)=[CH:16][CH:15]=2)[CH2:10][CH2:9]1)=[O:7])([CH3:2])([CH3:3])[CH3:4]. The yield is 0.754. (2) The reactants are N[C:2]1[NH:7][C:6](=[O:8])[C:5]2=[C:9]([I:22])[N:10]=[C:11]([C@H:12]3[CH2:17][CH2:16][C@H:15]([C:18]([O:20][CH3:21])=[O:19])[CH2:14][CH2:13]3)[N:4]2[N:3]=1.N(OC(C)(C)C)=O. The catalyst is C1COCC1.CN(C=O)C. The product is [I:22][C:9]1[N:10]=[C:11]([C@H:12]2[CH2:13][CH2:14][C@H:15]([C:18]([O:20][CH3:21])=[O:19])[CH2:16][CH2:17]2)[N:4]2[C:5]=1[C:6](=[O:8])[NH:7][CH:2]=[N:3]2. The yield is 0.670. (3) The reactants are CC1(C)COB([C:8]2[CH:9]=[C:10]([C:14]3[CH:15]=[N:16][CH:17]=[CH:18][CH:19]=3)[CH:11]=[CH:12][CH:13]=2)OC1.Br[C:22]1[N:26]2[N:27]=[CH:28][C:29]([C:31]([F:34])([F:33])[F:32])=[N:30][C:25]2=[N:24][CH:23]=1.C([O-])([O-])=O.[Na+].[Na+]. The catalyst is COCCOC.[Pd].C1(P(C2C=CC=CC=2)C2C=CC=CC=2)C=CC=CC=1.C1(P(C2C=CC=CC=2)C2C=CC=CC=2)C=CC=CC=1.C1(P(C2C=CC=CC=2)C2C=CC=CC=2)C=CC=CC=1.C1(P(C2C=CC=CC=2)C2C=CC=CC=2)C=CC=CC=1. The product is [N:16]1[CH:17]=[CH:18][CH:19]=[C:14]([C:10]2[CH:9]=[C:8]([C:22]3[N:26]4[N:27]=[CH:28][C:29]([C:31]([F:32])([F:33])[F:34])=[N:30][C:25]4=[N:24][CH:23]=3)[CH:13]=[CH:12][CH:11]=2)[CH:15]=1. The yield is 0.440. (4) The reactants are [C:1]([C:3]1[CH:10]=[CH:9][C:6]([CH:7]=O)=[CH:5][CH:4]=1)#[N:2].[NH:11]1[CH2:16][CH2:15][O:14][CH2:13][CH2:12]1.C(O)(=O)C.C([BH3-])#N.[Na+]. The catalyst is ClCCCl. The product is [N:11]1([CH2:7][C:6]2[CH:9]=[CH:10][C:3]([C:1]#[N:2])=[CH:4][CH:5]=2)[CH2:16][CH2:15][O:14][CH2:13][CH2:12]1. The yield is 0.790. (5) The reactants are [CH3:1][O:2][C:3]1[CH:4]=[C:5]([CH:10]=[CH:11][C:12]=1[O:13][CH2:14][C:15]([O:18][CH3:19])([CH3:17])[CH3:16])[C:6]([O:8]C)=[O:7].[OH-].[Na+]. The catalyst is O1CCOCC1. The product is [CH3:1][O:2][C:3]1[CH:4]=[C:5]([CH:10]=[CH:11][C:12]=1[O:13][CH2:14][C:15]([O:18][CH3:19])([CH3:16])[CH3:17])[C:6]([OH:8])=[O:7]. The yield is 0.770. (6) The yield is 0.260. The reactants are [CH3:1][C:2]1[CH:7]=[C:6]([CH3:8])[NH:5][C:4](=[O:9])[C:3]=1[CH2:10][NH:11][C:12](=[O:36])[C:13]1[CH:18]=[C:17]([C:19]2[CH:20]=[N:21][C:22]([CH:25]=O)=[CH:23][CH:24]=2)[CH:16]=[C:15]([N:27]([CH3:34])[CH:28]2[CH2:33][CH2:32][O:31][CH2:30][CH2:29]2)[C:14]=1[CH3:35].[CH3:37][NH:38][CH3:39].C(O)(=O)C.C([BH3-])#N.[Na+]. The catalyst is CO. The product is [CH3:1][C:2]1[CH:7]=[C:6]([CH3:8])[NH:5][C:4](=[O:9])[C:3]=1[CH2:10][NH:11][C:12](=[O:36])[C:13]1[CH:18]=[C:17]([C:19]2[CH:20]=[N:21][C:22]([CH2:25][N:38]([CH3:39])[CH3:37])=[CH:23][CH:24]=2)[CH:16]=[C:15]([N:27]([CH3:34])[CH:28]2[CH2:29][CH2:30][O:31][CH2:32][CH2:33]2)[C:14]=1[CH3:35]. (7) The reactants are [NH2:1][C:2](=O)[CH2:3][CH:4]1[CH2:7][N:6]([C:8]([O:10][C:11]([CH3:14])([CH3:13])[CH3:12])=[O:9])[CH2:5]1.CSC.B.CCN(C(C)C)C(C)C.II. The catalyst is C1COCC1.CO. The product is [NH2:1][CH2:2][CH2:3][CH:4]1[CH2:7][N:6]([C:8]([O:10][C:11]([CH3:14])([CH3:13])[CH3:12])=[O:9])[CH2:5]1. The yield is 0.535. (8) The yield is 0.850. The reactants are [Cl:1][C:2]1[CH:33]=[CH:32][C:5]([O:6][C:7]2[CH:12]=[CH:11][C:10]([N:13]3[CH:17]([C:18]4[CH:23]=[CH:22][CH:21]=[C:20]([C:24]([F:27])([F:26])[F:25])[CH:19]=4)[CH2:16][N:15]([CH2:28][CH2:29][OH:30])[C:14]3=[O:31])=[CH:9][CH:8]=2)=[CH:4][CH:3]=1.[CH3:34][S:35](Cl)(=[O:37])=[O:36]. The product is [CH3:34][S:35]([O:30][CH2:29][CH2:28][N:15]1[CH2:16][CH:17]([C:18]2[CH:23]=[CH:22][CH:21]=[C:20]([C:24]([F:27])([F:26])[F:25])[CH:19]=2)[N:13]([C:10]2[CH:9]=[CH:8][C:7]([O:6][C:5]3[CH:4]=[CH:3][C:2]([Cl:1])=[CH:33][CH:32]=3)=[CH:12][CH:11]=2)[C:14]1=[O:31])(=[O:37])=[O:36]. The catalyst is C(Cl)Cl.O. (9) The catalyst is COCCOC.C1C=CC([P]([Pd]([P](C2C=CC=CC=2)(C2C=CC=CC=2)C2C=CC=CC=2)([P](C2C=CC=CC=2)(C2C=CC=CC=2)C2C=CC=CC=2)[P](C2C=CC=CC=2)(C2C=CC=CC=2)C2C=CC=CC=2)(C2C=CC=CC=2)C2C=CC=CC=2)=CC=1. The yield is 0.140. The reactants are Cl[C:2]1[CH:7]=[C:6]([C:8]2([C:19]3[CH:24]=[C:23]([CH3:25])[C:22]([O:26][CH:27]([F:29])[F:28])=[C:21]([CH3:30])[N:20]=3)[C:16]3[C:11](=[C:12]([F:17])[CH:13]=[CH:14][CH:15]=3)[C:10]([NH2:18])=[N:9]2)[CH:5]=[CH:4][N:3]=1.[F:31][C:32]1[CH:33]=[C:34](B(O)O)[CH:35]=[N:36][CH:37]=1.C([O-])([O-])=O.[Na+].[Na+]. The product is [F:28][CH:27]([F:29])[O:26][C:22]1[C:23]([CH3:25])=[CH:24][C:19]([C:8]2([C:6]3[CH:5]=[CH:4][N:3]=[C:2]([C:34]4[CH:35]=[N:36][CH:37]=[C:32]([F:31])[CH:33]=4)[CH:7]=3)[C:16]3[C:11](=[C:12]([F:17])[CH:13]=[CH:14][CH:15]=3)[C:10]([NH2:18])=[N:9]2)=[N:20][C:21]=1[CH3:30].